Predict which catalyst facilitates the given reaction. From a dataset of Catalyst prediction with 721,799 reactions and 888 catalyst types from USPTO. (1) Reactant: [F:1][C:2]([F:19])([F:18])[O:3][C:4]1[CH:9]=[CH:8][C:7]([C:10]2[N:15]=[CH:14][N:13]=[C:12]([C:16]#[N:17])[CH:11]=2)=[CH:6][CH:5]=1.[ClH:20]. Product: [ClH:20].[F:19][C:2]([F:1])([F:18])[O:3][C:4]1[CH:9]=[CH:8][C:7]([C:10]2[N:15]=[CH:14][N:13]=[C:12]([CH2:16][NH2:17])[CH:11]=2)=[CH:6][CH:5]=1. The catalyst class is: 63. (2) Reactant: CO.C(Cl)(=O)C.[C:7]([C:10]1[CH:11]=[CH:12][C:13]([CH:25]2[CH2:30][CH2:29][CH2:28][N:27](C(OC(C)(C)C)=O)[CH2:26]2)=[C:14]2[C:18]=1[NH:17][C:16]([C:19]1[CH:20]=[N:21][N:22]([CH3:24])[CH:23]=1)=[CH:15]2)(=[O:9])[NH2:8]. Product: [CH3:24][N:22]1[CH:23]=[C:19]([C:16]2[NH:17][C:18]3[C:14]([CH:15]=2)=[C:13]([CH:25]2[CH2:30][CH2:29][CH2:28][NH:27][CH2:26]2)[CH:12]=[CH:11][C:10]=3[C:7]([NH2:8])=[O:9])[CH:20]=[N:21]1. The catalyst class is: 2. (3) Reactant: [H-].[Na+].C(OP([CH2:11][C:12]([O:14][CH2:15][CH3:16])=[O:13])(OCC)=O)C.[Br:17][C:18]1[CH:19]=[C:20]([C:25]([C:27]2[S:28][C:29]([CH3:32])=[CH:30][N:31]=2)=O)[CH:21]=[C:22]([Cl:24])[CH:23]=1.Cl. Product: [CH2:15]([O:14][C:12](=[O:13])/[CH:11]=[C:25](/[C:20]1[CH:21]=[C:22]([Cl:24])[CH:23]=[C:18]([Br:17])[CH:19]=1)\[C:27]1[S:28][C:29]([CH3:32])=[CH:30][N:31]=1)[CH3:16]. The catalyst class is: 20. (4) Reactant: C(OC([N:8]1[CH:13]2[CH2:14][CH2:15][CH:9]1[CH2:10][C:11]([OH:22])([C:16]1[N:17]=[N:18][CH:19]=[CH:20][CH:21]=1)[CH2:12]2)=O)(C)(C)C.[ClH:23]. Product: [ClH:23].[N:18]1[CH:19]=[CH:20][CH:21]=[C:16]([C:11]2([OH:22])[CH2:12][CH:13]3[NH:8][CH:9]([CH2:15][CH2:14]3)[CH2:10]2)[N:17]=1. The catalyst class is: 12. (5) Reactant: F[C:2]1[CH:7]=[CH:6][C:5]([C:8]2[S:12][N:11]=[C:10]([CH3:13])[N:9]=2)=[CH:4][CH:3]=1.[F:14][C:15]([F:29])([F:28])[C:16]1[CH:17]=[C:18]([N:22]2[CH2:27][CH2:26][NH:25][CH2:24][CH2:23]2)[CH:19]=[CH:20][CH:21]=1.C(=O)([O-])[O-].[Na+].[Na+]. Product: [CH3:13][C:10]1[N:9]=[C:8]([C:5]2[CH:6]=[CH:7][C:2]([N:25]3[CH2:24][CH2:23][N:22]([C:18]4[CH:19]=[CH:20][CH:21]=[C:16]([C:15]([F:28])([F:29])[F:14])[CH:17]=4)[CH2:27][CH2:26]3)=[CH:3][CH:4]=2)[S:12][N:11]=1. The catalyst class is: 3. (6) Reactant: [H-].[Na+].C(OP([CH2:11][C:12]([O:14][CH2:15][CH3:16])=[O:13])(OCC)=O)C.[CH:17]([C:19]1[N:20]([C:24]([C:37]2[CH:42]=[CH:41][CH:40]=[CH:39][CH:38]=2)([C:31]2[CH:36]=[CH:35][CH:34]=[CH:33][CH:32]=2)[C:25]2[CH:30]=[CH:29][CH:28]=[CH:27][CH:26]=2)[CH:21]=[CH:22][N:23]=1)=O.O. Product: [C:24]([N:20]1[CH:21]=[CH:22][N:23]=[C:19]1/[CH:17]=[CH:11]/[C:12]([O:14][CH2:15][CH3:16])=[O:13])([C:31]1[CH:32]=[CH:33][CH:34]=[CH:35][CH:36]=1)([C:37]1[CH:42]=[CH:41][CH:40]=[CH:39][CH:38]=1)[C:25]1[CH:30]=[CH:29][CH:28]=[CH:27][CH:26]=1. The catalyst class is: 7. (7) Reactant: [C:1]([C:3]1([C@H:8]([NH:10][C:11]([C:13]2[C:21]3[C:16](=[N:17][CH:18]=[C:19]([C:22]4[C:30]5[C:25](=[CH:26][C:27]([F:31])=[CH:28][CH:29]=5)[N:24]([CH3:32])[N:23]=4)[N:20]=3)[N:15](COCC[Si](C)(C)C)[CH:14]=2)=[O:12])[CH3:9])[CH2:7][CH2:6][CH2:5][CH2:4]1)#[N:2].C(O)(C(F)(F)F)=O. Product: [C:1]([C:3]1([C@H:8]([NH:10][C:11]([C:13]2[C:21]3[C:16](=[N:17][CH:18]=[C:19]([C:22]4[C:30]5[C:25](=[CH:26][C:27]([F:31])=[CH:28][CH:29]=5)[N:24]([CH3:32])[N:23]=4)[N:20]=3)[NH:15][CH:14]=2)=[O:12])[CH3:9])[CH2:4][CH2:5][CH2:6][CH2:7]1)#[N:2]. The catalyst class is: 2. (8) Reactant: [Cl:1][C:2]1[CH:7]=[C:6]2[NH:8][C:9](=[O:31])[C:10]3([CH:15]([C:16]4[CH:21]=[CH:20][CH:19]=[C:18]([Cl:22])[CH:17]=4)[CH2:14][C:13](=O)[NH:12][CH:11]3[C:24]3[CH:29]=[CH:28][CH:27]=[C:26]([F:30])[CH:25]=3)[C:5]2=[CH:4][CH:3]=1.[BH4-].[Na+]. Product: [Cl:1][C:2]1[CH:7]=[C:6]2[NH:8][C:9](=[O:31])[C:10]3([CH:15]([C:16]4[CH:21]=[CH:20][CH:19]=[C:18]([Cl:22])[CH:17]=4)[CH2:14][CH2:13][NH:12][CH:11]3[C:24]3[CH:29]=[CH:28][CH:27]=[C:26]([F:30])[CH:25]=3)[C:5]2=[CH:4][CH:3]=1. The catalyst class is: 5. (9) Reactant: [C:1]1(=[O:7])[O:6][C:4](=[O:5])[CH2:3][CH2:2]1.CCN(CC)CC.[CH3:15][C:16]1[CH:25]=[C:24]2[C:19]([CH2:20][CH2:21][NH:22][CH:23]2[C:26]2[CH:31]=[CH:30][CH:29]=[CH:28][CH:27]=2)=[CH:18][CH:17]=1. Product: [CH3:15][C:16]1[CH:25]=[C:24]2[C:19]([CH2:20][CH2:21][N:22]([C:1](=[O:7])[CH2:2][CH2:3][C:4]([OH:6])=[O:5])[CH:23]2[C:26]2[CH:31]=[CH:30][CH:29]=[CH:28][CH:27]=2)=[CH:18][CH:17]=1. The catalyst class is: 23.